From a dataset of Reaction yield outcomes from USPTO patents with 853,638 reactions. Predict the reaction yield, written as a fraction of the theoretical maximum amount of product (1.0 means a 100% yield; for example, 0.34 means a 34% yield). (1) The reactants are [C:1]([OH:5])([CH3:4])([CH3:3])[CH3:2].[C:6](Cl)(Cl)=[O:7].[NH2:10][C:11]1[CH:16]=[CH:15][CH:14]=[C:13]([CH2:17][Cl:18])[N:12]=1.C(N(CC)C(C)C)(C)C.[OH-].[Na+]. The catalyst is O.C(OCC)(=O)C. The product is [C:1]([O:5][C:6](=[O:7])[NH:10][C:11]1[CH:16]=[CH:15][CH:14]=[C:13]([CH2:17][Cl:18])[N:12]=1)([CH3:4])([CH3:3])[CH3:2]. The yield is 0.740. (2) The reactants are [C:1]([C:4]1[C:9](=[O:10])[C:8]([O:11][CH3:12])=[CH:7][N:6]([C:13]2[CH:18]=[CH:17][CH:16]=[CH:15][C:14]=2[O:19][CH:20]([F:22])[F:21])[N:5]=1)(=[O:3])[CH3:2].CO[CH:25](OC)[N:26]([CH3:28])[CH3:27]. No catalyst specified. The product is [F:22][CH:20]([F:21])[O:19][C:14]1[CH:15]=[CH:16][CH:17]=[CH:18][C:13]=1[N:6]1[CH:7]=[C:8]([O:11][CH3:12])[C:9](=[O:10])[C:4]([C:1](=[O:3])[CH:2]=[CH:25][N:26]([CH3:28])[CH3:27])=[N:5]1. The yield is 0.930. (3) The reactants are [OH:1][C:2]1[N:3]([C:18]2[CH:23]=[CH:22][C:21]([CH2:24][N:25]3[CH2:30][CH2:29][NH:28][CH2:27][CH2:26]3)=[CH:20][CH:19]=2)[C:4]([C:7]2[CH:12]=[C:11]([CH:13]([CH3:15])[CH3:14])[C:10]([OH:16])=[CH:9][C:8]=2[OH:17])=[N:5][N:6]=1.[CH3:31][N:32]([CH2:40][CH2:41][CH2:42][CH:43]=O)[C:33](=[O:39])[O:34][C:35]([CH3:38])([CH3:37])[CH3:36].[BH3-]C#N.[Na+]. The catalyst is CO.C(O)(=O)C. The product is [C:35]([O:34][C:33](=[O:39])[N:32]([CH2:40][CH2:41][CH2:42][CH2:43][N:28]1[CH2:27][CH2:26][N:25]([CH2:24][C:21]2[CH:20]=[CH:19][C:18]([N:3]3[C:2]([OH:1])=[N:6][N:5]=[C:4]3[C:7]3[CH:12]=[C:11]([CH:13]([CH3:15])[CH3:14])[C:10]([OH:16])=[CH:9][C:8]=3[OH:17])=[CH:23][CH:22]=2)[CH2:30][CH2:29]1)[CH3:31])([CH3:38])([CH3:37])[CH3:36]. The yield is 0.720. (4) The yield is 0.340. The product is [F:21][C:22]1[C:23]([CH:24]([OH:25])[CH2:1][C:2]2[CH:3]=[N:4][CH:5]=[CH:6][C:7]=2[NH:8][C:9](=[O:15])[O:10][C:11]([CH3:12])([CH3:14])[CH3:13])=[CH:26][CH:27]=[CH:28][N:29]=1. The catalyst is C1COCC1. The reactants are [CH3:1][C:2]1[CH:3]=[N:4][CH:5]=[CH:6][C:7]=1[NH:8][C:9](=[O:15])[O:10][C:11]([CH3:14])([CH3:13])[CH3:12].C([Li])CCC.[F:21][C:22]1[N:29]=[CH:28][CH:27]=[CH:26][C:23]=1[CH:24]=[O:25].